This data is from Catalyst prediction with 721,799 reactions and 888 catalyst types from USPTO. The task is: Predict which catalyst facilitates the given reaction. Reactant: C(P(CCCC)CCCC)CCC.[CH3:14][C:15]1[C:20]([CH2:21][OH:22])=[CH:19][CH:18]=[C:17]([C:23]([F:26])([F:25])[F:24])[N:16]=1.[CH3:27][O:28][C:29](=[O:43])[CH2:30][C:31]1[C:35]2[C:36]([CH3:42])=[CH:37][C:38](O)=[C:39]([CH3:40])[C:34]=2[S:33][CH:32]=1.C1CCN(C(N=NC(N2CCCCC2)=O)=O)CC1. Product: [CH3:27][O:28][C:29](=[O:43])[CH2:30][C:31]1[C:35]2[C:36]([CH3:42])=[CH:37][C:38]([O:22][CH2:21][C:20]3[C:15]([CH3:14])=[N:16][C:17]([C:23]([F:24])([F:26])[F:25])=[CH:18][CH:19]=3)=[C:39]([CH3:40])[C:34]=2[S:33][CH:32]=1. The catalyst class is: 1.